Dataset: Forward reaction prediction with 1.9M reactions from USPTO patents (1976-2016). Task: Predict the product of the given reaction. (1) Given the reactants CN(C(ON1N=NC2C=CC=NC1=2)=[N+](C)C)C.F[P-](F)(F)(F)(F)F.[C:25]([O:29][C:30]([NH:32][C:33]([NH:48][C:49]([O:51][C:52]([CH3:55])([CH3:54])[CH3:53])=[O:50])([CH2:37][CH2:38][CH2:39][NH:40][CH:41]([C:43]([O:45][CH2:46][CH3:47])=[O:44])[CH3:42])[C:34]([OH:36])=O)=[O:31])([CH3:28])([CH3:27])[CH3:26].CN1CCOCC1, predict the reaction product. The product is: [CH2:46]([O:45][C:43](=[O:44])[CH:41]([N:40]1[CH2:39][CH2:38][CH2:37][C:33]([NH:48][C:49]([O:51][C:52]([CH3:55])([CH3:53])[CH3:54])=[O:50])([NH:32][C:30]([O:29][C:25]([CH3:27])([CH3:26])[CH3:28])=[O:31])[C:34]1=[O:36])[CH3:42])[CH3:47]. (2) Given the reactants [F:1][C:2]1[C:3](=[O:18])[NH:4][C:5](=[O:17])[N:6]([CH:16]=1)[C@@H]1O[C@H](CO)[C@@H](O)[C@H]1O, predict the reaction product. The product is: [F:1][C:2]1[C:3](=[O:18])[NH:4][C:5](=[O:17])[NH:6][CH:16]=1. (3) Given the reactants [CH3:1][C:2]1[C:10]2[C:5](=[CH:6][C:7]([OH:11])=[CH:8][CH:9]=2)[NH:4][CH:3]=1.[CH3:12][C:13]1[N:14]=[C:15]([C:21]2[CH:26]=[CH:25][C:24]([C:27]([F:30])([F:29])[F:28])=[CH:23][CH:22]=2)[S:16][C:17]=1[CH2:18][CH2:19]O.C1(P(C2C=CC=CC=2)C2C=CC=CC=2)C=CC=CC=1.N(C(OC(C)(C)C)=O)=NC(OC(C)(C)C)=O, predict the reaction product. The product is: [CH3:1][C:2]1[C:10]2[C:5](=[CH:6][C:7]([O:11][CH2:19][CH2:18][C:17]3[S:16][C:15]([C:21]4[CH:22]=[CH:23][C:24]([C:27]([F:30])([F:28])[F:29])=[CH:25][CH:26]=4)=[N:14][C:13]=3[CH3:12])=[CH:8][CH:9]=2)[NH:4][CH:3]=1. (4) Given the reactants [CH2:1]([N:8]1[CH:12]=[N:11][N:10]=[N:9]1)[C:2]1[CH:7]=[CH:6][CH:5]=[CH:4][CH:3]=1.[OH-].[Na+].[CH:15](=[O:22])[C:16]1[CH:21]=[CH:20][CH:19]=[CH:18][CH:17]=1, predict the reaction product. The product is: [CH2:1]([N:8]1[C:12]([CH:15]([C:16]2[CH:21]=[CH:20][CH:19]=[CH:18][CH:17]=2)[OH:22])=[N:11][N:10]=[N:9]1)[C:2]1[CH:3]=[CH:4][CH:5]=[CH:6][CH:7]=1. (5) Given the reactants [O:1]=[S:2]1(=[O:18])[CH2:6][CH2:5][CH2:4][N:3]1[C:7]1[CH:17]=[CH:16][C:10]([C:11]([O:13]CC)=O)=[CH:9][N:8]=1.[Cl:19][C:20]1[CH:33]=[CH:32][C:23]([C:24]([CH:26]2[CH2:31][CH2:30][NH:29][CH2:28][CH2:27]2)=[O:25])=[CH:22][CH:21]=1, predict the reaction product. The product is: [Cl:19][C:20]1[CH:21]=[CH:22][C:23]([C:24]([CH:26]2[CH2:31][CH2:30][N:29]([C:11]([C:10]3[CH:9]=[N:8][C:7]([N:3]4[CH2:4][CH2:5][CH2:6][S:2]4(=[O:1])=[O:18])=[CH:17][CH:16]=3)=[O:13])[CH2:28][CH2:27]2)=[O:25])=[CH:32][CH:33]=1. (6) Given the reactants [C:1]([O:5][C:6]([N:8]1[CH2:12][C@H:11]([CH2:13][N:14]([C:18](=[O:31])[C:19]2[CH:24]=[CH:23][C:22]([O:25][CH3:26])=[C:21]([O:27][CH2:28][CH2:29][OH:30])[CH:20]=2)[CH:15]([CH3:17])[CH3:16])[C@@H:10]([CH2:32][C:33]2[CH:38]=[CH:37][CH:36]=[CH:35][CH:34]=2)[CH2:9]1)=[O:7])([CH3:4])([CH3:3])[CH3:2].[H-].[Na+].[CH3:41]I, predict the reaction product. The product is: [C:1]([O:5][C:6]([N:8]1[CH2:12][C@H:11]([CH2:13][N:14]([CH:15]([CH3:16])[CH3:17])[C:18](=[O:31])[C:19]2[CH:24]=[CH:23][C:22]([O:25][CH3:26])=[C:21]([O:27][CH2:28][CH2:29][O:30][CH3:41])[CH:20]=2)[C@@H:10]([CH2:32][C:33]2[CH:38]=[CH:37][CH:36]=[CH:35][CH:34]=2)[CH2:9]1)=[O:7])([CH3:3])([CH3:4])[CH3:2]. (7) Given the reactants [C:1]([OH:5])(=[O:4])[CH:2]=[CH2:3].[F:6][C:7]([F:25])([C:21]([F:24])([F:23])[F:22])[C:8]([F:20])([F:19])[O:9][C:10]([F:18])([F:17])[C:11]([F:16])([F:15])[CH2:12][CH2:13]O.C1(C)C=CC(S(O)(=O)=O)=CC=1, predict the reaction product. The product is: [F:15][C:11]([F:16])([C:10]([F:17])([F:18])[O:9][C:8]([F:19])([F:20])[C:7]([F:6])([F:25])[C:21]([F:22])([F:24])[F:23])[CH2:12][CH2:13][O:4][C:1](=[O:5])[CH:2]=[CH2:3]. (8) Given the reactants [H-].[Na+].[NH2:3][C:4]1[S:5][C:6]([C:10](=[O:12])[CH3:11])=[C:7]([CH3:9])[N:8]=1.[C:13](=O)([O:21]C1C=CC=CC=1)[O:14][C:15]1[CH:20]=[CH:19][CH:18]=[CH:17][CH:16]=1, predict the reaction product. The product is: [C:15]1([O:14][C:13](=[O:21])[NH:3][C:4]2[S:5][C:6]([C:10](=[O:12])[CH3:11])=[C:7]([CH3:9])[N:8]=2)[CH:20]=[CH:19][CH:18]=[CH:17][CH:16]=1. (9) Given the reactants [CH:1]([N-]C(C)C)(C)C.[Li+].[Br:9][C:10]1[CH:15]=[CH:14][N:13]=[C:12]2[N:16]([S:19]([C:22]3[CH:27]=[CH:26][CH:25]=[CH:24][CH:23]=3)(=[O:21])=[O:20])[CH:17]=[CH:18][C:11]=12.CI, predict the reaction product. The product is: [Br:9][C:10]1[CH:15]=[CH:14][N:13]=[C:12]2[N:16]([S:19]([C:22]3[CH:27]=[CH:26][CH:25]=[CH:24][CH:23]=3)(=[O:21])=[O:20])[C:17]([CH3:1])=[CH:18][C:11]=12. (10) Given the reactants [NH2:1][N:2]1[N:11]=[C:10]([N:12]2[CH2:17][CH2:16][O:15][CH2:14][CH2:13]2)[C:9]2[C:4](=[CH:5][CH:6]=[CH:7][CH:8]=2)[C:3]1=[O:18].[N+:19]([C:22]1[CH:23]=[C:24]([CH2:28][C:29](O)=[O:30])[CH:25]=[CH:26][CH:27]=1)([O-:21])=[O:20], predict the reaction product. The product is: [N:12]1([C:10]2[C:9]3[C:4](=[CH:5][CH:6]=[CH:7][CH:8]=3)[C:3](=[O:18])[N:2]([NH:1][C:29](=[O:30])[CH2:28][C:24]3[CH:25]=[CH:26][CH:27]=[C:22]([N+:19]([O-:21])=[O:20])[CH:23]=3)[N:11]=2)[CH2:17][CH2:16][O:15][CH2:14][CH2:13]1.